This data is from Forward reaction prediction with 1.9M reactions from USPTO patents (1976-2016). The task is: Predict the product of the given reaction. (1) The product is: [CH:58]([O-:60])=[O:59].[F:49][C:6]1[C:7]([F:48])=[C:8]([CH2:9][N:10]2[C:19](=[O:20])[C:18]([C:21](=[O:22])[NH:23][C:24]3[CH:29]=[CH:28][C:27]([C:30]([F:33])([F:32])[F:31])=[CH:26][C:25]=3[C:34]3[CH:39]=[C:38]([C:40]([F:43])([F:42])[F:41])[N:37]=[CH:36][N:35]=3)=[C:17]([OH:44])[C:12]3([CH2:16][CH2:15][CH2:14][CH2:13]3)[N:11]2[CH3:45])[CH:46]=[CH:47][C:5]=1[O:4][CH2:3][CH2:2][N+:50]12[CH2:57][CH2:56][N:53]([CH2:54][CH2:55]1)[CH2:52][CH2:51]2. Given the reactants Cl[CH2:2][CH2:3][O:4][C:5]1[CH:47]=[CH:46][C:8]([CH2:9][N:10]2[C:19](=[O:20])[C:18]([C:21]([NH:23][C:24]3[CH:29]=[CH:28][C:27]([C:30]([F:33])([F:32])[F:31])=[CH:26][C:25]=3[C:34]3[CH:39]=[C:38]([C:40]([F:43])([F:42])[F:41])[N:37]=[CH:36][N:35]=3)=[O:22])=[C:17]([OH:44])[C:12]3([CH2:16][CH2:15][CH2:14][CH2:13]3)[N:11]2[CH3:45])=[C:7]([F:48])[C:6]=1[F:49].[N:50]12[CH2:57][CH2:56][N:53]([CH2:54][CH2:55]1)[CH2:52][CH2:51]2.[C:58](=O)([O-:60])[O-:59].[K+].[K+], predict the reaction product. (2) Given the reactants [CH2:1]([O:3][C:4](=[O:11])[CH2:5][C:6](=[O:10])[CH:7]([F:9])[F:8])[CH3:2].S([N:22]=[N+:23]=[N-])(C1C=CC(C)=CC=1)(=O)=O, predict the reaction product. The product is: [N+:22](=[C:5]([C:6](=[O:10])[CH:7]([F:9])[F:8])[C:4]([O:3][CH2:1][CH3:2])=[O:11])=[N-:23]. (3) The product is: [Cl:1][C:2]1[CH:7]=[CH:6][C:5]([NH:8][C:9]2[N:10]=[CH:11][CH:12]=[CH:13][N:14]=2)=[CH:4][C:3]=1[O:15][CH2:23][CH:24]=[C:25]([CH3:27])[CH3:26]. Given the reactants [Cl:1][C:2]1[CH:7]=[CH:6][C:5]([NH:8][C:9]2[N:14]=[CH:13][CH:12]=[CH:11][N:10]=2)=[CH:4][C:3]=1[OH:15].C([O-])([O-])=O.[Cs+].[Cs+].Br[CH2:23][CH:24]=[C:25]([CH3:27])[CH3:26], predict the reaction product. (4) Given the reactants C(O[K])(C)(C)C.[N:7]1[CH:12]=[CH:11][CH:10]=[CH:9][C:8]=1[C:13]1[N:14]([CH2:20][O:21][CH2:22][CH2:23][Si:24]([CH3:27])([CH3:26])[CH3:25])[CH:15]=[C:16]([CH:18]=O)[N:17]=1.CC1C=CC(S([CH2:38][N+:39]#[C-])(=O)=O)=CC=1, predict the reaction product. The product is: [N:7]1[CH:12]=[CH:11][CH:10]=[CH:9][C:8]=1[C:13]1[N:14]([CH2:20][O:21][CH2:22][CH2:23][Si:24]([CH3:27])([CH3:26])[CH3:25])[CH:15]=[C:16]([CH2:18][C:38]#[N:39])[N:17]=1. (5) Given the reactants [Cl:1][C:2]1[CH:7]=[C:6]([OH:8])[CH:5]=[C:4]([Cl:9])[C:3]=1[N:10]1[C:18]2[C:13](=[CH:14][CH:15]=[CH:16][CH:17]=2)[CH2:12][C:11]1=[O:19].[OH-:20].[Na+].[OH-].[K+], predict the reaction product. The product is: [Cl:1][C:2]1[CH:7]=[C:6]([OH:8])[CH:5]=[C:4]([Cl:9])[C:3]=1[NH:10][C:18]1[CH:17]=[CH:16][CH:15]=[CH:14][C:13]=1[CH2:12][C:11]([OH:19])=[O:20]. (6) Given the reactants [CH:1]([C:4]1[CH:9]=[CH:8][C:7]([C:10]2[N:14]([CH2:15][CH2:16][O:17][CH3:18])[C:13]3[C:19]([O:26][CH3:27])=[CH:20][C:21]([C:23](=[O:25])[CH3:24])=[CH:22][C:12]=3[N:11]=2)=[CH:6][CH:5]=1)([CH3:3])[CH3:2].[C:28]1([Mg]Br)[CH:33]=[CH:32][CH:31]=[CH:30][CH:29]=1, predict the reaction product. The product is: [CH:1]([C:4]1[CH:9]=[CH:8][C:7]([C:10]2[N:14]([CH2:15][CH2:16][O:17][CH3:18])[C:13]3[C:19]([O:26][CH3:27])=[CH:20][C:21]([C:23]([C:28]4[CH:33]=[CH:32][CH:31]=[CH:30][CH:29]=4)([OH:25])[CH3:24])=[CH:22][C:12]=3[N:11]=2)=[CH:6][CH:5]=1)([CH3:3])[CH3:2].